This data is from Catalyst prediction with 721,799 reactions and 888 catalyst types from USPTO. The task is: Predict which catalyst facilitates the given reaction. (1) Reactant: [Br:1][C:2]1[CH:3]=[CH:4][C:5]2[O:9][CH:8]=[C:7]([C:10]([O:12][CH3:13])=[O:11])[C:6]=2[CH:14]=1.[Mg].Cl. Product: [Br:1][C:2]1[CH:3]=[CH:4][C:5]2[O:9][CH2:8][CH:7]([C:10]([O:12][CH3:13])=[O:11])[C:6]=2[CH:14]=1. The catalyst class is: 5. (2) The catalyst class is: 2. Product: [F:63][C:59]1[CH:58]=[C:57]([C@@H:50]([C@@H:51]2[CH2:52][CH2:31][CH2:30][N:29]([C:27](=[O:28])[NH:1][C@@H:2]([CH2:15][CH:16]3[CH2:21][CH2:20][CH2:19][O:18][CH2:17]3)[CH2:3][N:4]([C:5]([O:6][CH2:7][CH2:8][Si:9]([CH3:12])([CH3:11])[CH3:10])=[O:13])[CH3:14])[CH2:33]2)[O:49][CH2:48][CH2:47][NH:46][C:45](=[O:64])[O:44][CH3:43])[CH:62]=[CH:61][CH:60]=1. Reactant: [NH2:1][C@@H:2]([CH2:15][CH:16]1[CH2:21][CH2:20][CH2:19][O:18][CH2:17]1)[CH2:3][N:4]([CH3:14])[C:5](=[O:13])[O:6][CH2:7][CH2:8][Si:9]([CH3:12])([CH3:11])[CH3:10].C1N=CN([C:27]([N:29]2[CH:33]=N[CH:31]=[CH:30]2)=[O:28])C=1.CCN(C(C)C)C(C)C.[CH3:43][O:44][C:45](=[O:64])[NH:46][CH2:47][CH2:48][O:49][CH:50]([C:57]1[CH:62]=[CH:61][CH:60]=[C:59]([F:63])[CH:58]=1)[CH:51]1CCCN[CH2:52]1.